Task: Regression. Given a peptide amino acid sequence and an MHC pseudo amino acid sequence, predict their binding affinity value. This is MHC class II binding data.. Dataset: Peptide-MHC class II binding affinity with 134,281 pairs from IEDB (1) The peptide sequence is DVCGMFTNRSGSQQW. The MHC is H-2-IAd with pseudo-sequence H-2-IAd. The binding affinity (normalized) is 0.375. (2) The peptide sequence is MAGAGPAPMLAAAAG. The MHC is HLA-DPA10201-DPB10101 with pseudo-sequence HLA-DPA10201-DPB10101. The binding affinity (normalized) is 0. (3) The peptide sequence is PDMVVTTQGSDDIRK. The MHC is DRB1_0101 with pseudo-sequence DRB1_0101. The binding affinity (normalized) is 0.237. (4) The peptide sequence is VVLRKRQGPKQMLVG. The MHC is HLA-DQA10201-DQB10301 with pseudo-sequence HLA-DQA10201-DQB10301. The binding affinity (normalized) is 0.389.